From a dataset of Forward reaction prediction with 1.9M reactions from USPTO patents (1976-2016). Predict the product of the given reaction. (1) Given the reactants Cl[CH2:2][C:3]1[C:4]([S:9][CH:10]([CH3:12])[CH3:11])=[N:5][CH:6]=[CH:7][CH:8]=1.C([O:15][C:16]([CH:18]1[CH2:20][CH:19]1[CH2:21][C:22]1[CH:27]=[C:26]([F:28])[C:25]([OH:29])=[C:24]([F:30])[CH:23]=1)=[O:17])C, predict the reaction product. The product is: [F:28][C:26]1[CH:27]=[C:22]([CH:23]=[C:24]([F:30])[C:25]=1[O:29][CH2:2][C:3]1[C:4]([S:9][CH:10]([CH3:12])[CH3:11])=[N:5][CH:6]=[CH:7][CH:8]=1)[CH2:21][CH:19]1[CH2:20][CH:18]1[C:16]([OH:17])=[O:15]. (2) Given the reactants Br[C:2]1[CH:3]=[CH:4][C:5]2[C:6]3[N:26]([CH:27]4[CH2:31][CH2:30][O:29][CH2:28]4)[N:25]=[CH:24][C:7]=3[C:8](=[O:23])[N:9]([CH2:12][C:13]3[CH:18]=[CH:17][C:16]([O:19][CH3:20])=[CH:15][C:14]=3[O:21][CH3:22])[C:10]=2[CH:11]=1.[B:32]1([B:32]2[O:36][C:35]([CH3:38])([CH3:37])[C:34]([CH3:40])([CH3:39])[O:33]2)[O:36][C:35]([CH3:38])([CH3:37])[C:34]([CH3:40])([CH3:39])[O:33]1.C([O-])(=O)C.[K+].O1CCOCC1, predict the reaction product. The product is: [CH3:22][O:21][C:14]1[CH:15]=[C:16]([O:19][CH3:20])[CH:17]=[CH:18][C:13]=1[CH2:12][N:9]1[C:10]2[CH:11]=[C:2]([B:32]3[O:36][C:35]([CH3:38])([CH3:37])[C:34]([CH3:40])([CH3:39])[O:33]3)[CH:3]=[CH:4][C:5]=2[C:6]2[N:26]([CH:27]3[CH2:31][CH2:30][O:29][CH2:28]3)[N:25]=[CH:24][C:7]=2[C:8]1=[O:23]. (3) Given the reactants [F:1][C:2]([F:36])([F:35])[C:3]1[CH:4]=[C:5]([C@H:13]([N:15]([CH3:34])[C:16]([N:18]2[CH2:23][CH2:22][C@@H:21]3[CH2:24][NH:25][CH2:26][C@H:20]3[C@@H:19]2[C:27]2[CH:32]=[CH:31][CH:30]=[CH:29][C:28]=2[CH3:33])=[O:17])[CH3:14])[CH:6]=[C:7]([C:9]([F:12])([F:11])[F:10])[CH:8]=1.C([O:40][C@@H:41]([CH3:45])[C:42](O)=[O:43])(=O)C, predict the reaction product. The product is: [F:36][C:2]([F:1])([F:35])[C:3]1[CH:4]=[C:5]([C@H:13]([N:15]([CH3:34])[C:16]([N:18]2[CH2:23][CH2:22][C@@H:21]3[CH2:24][N:25]([C:42](=[O:43])[C@@H:41]([OH:40])[CH3:45])[CH2:26][C@H:20]3[C@@H:19]2[C:27]2[CH:32]=[CH:31][CH:30]=[CH:29][C:28]=2[CH3:33])=[O:17])[CH3:14])[CH:6]=[C:7]([C:9]([F:11])([F:10])[F:12])[CH:8]=1. (4) Given the reactants [S:1]1[CH:5]=[CH:4][CH:3]=[C:2]1[CH2:6][NH:7][C:8]([C:10]1[N:11]=[C:12]2[C:17]([C:18](=[NH:21])[NH:19][OH:20])=[CH:16][C:15]([C:22]3[CH:26]=[CH:25][O:24][CH:23]=3)=[CH:14][N:13]2[C:27]=1[Cl:28])=[O:9].[CH3:29]OC(OC)OC, predict the reaction product. The product is: [S:1]1[CH:5]=[CH:4][CH:3]=[C:2]1[CH2:6][NH:7][C:8]([C:10]1[N:11]=[C:12]2[C:17]([C:18]3[N:21]=[CH:29][O:20][N:19]=3)=[CH:16][C:15]([C:22]3[CH:26]=[CH:25][O:24][CH:23]=3)=[CH:14][N:13]2[C:27]=1[Cl:28])=[O:9]. (5) Given the reactants [CH3:1][C:2]1[N:7]=[CH:6][C:5]([C:8]2[CH:9]=[C:10]([NH2:13])[NH:11][N:12]=2)=[CH:4][CH:3]=1.[OH-].[K+].[C:16](O[C:16]([O:18][C:19]([CH3:22])([CH3:21])[CH3:20])=[O:17])([O:18][C:19]([CH3:22])([CH3:21])[CH3:20])=[O:17], predict the reaction product. The product is: [C:19]([O:18][C:16]([N:11]1[C:10]([NH2:13])=[CH:9][C:8]([C:5]2[CH:6]=[N:7][C:2]([CH3:1])=[CH:3][CH:4]=2)=[N:12]1)=[O:17])([CH3:22])([CH3:21])[CH3:20]. (6) Given the reactants [Br:1][C:2]1[CH:3]=[C:4]([N+:16]([O-])=O)[C:5]([NH:8][C:9](=[O:15])[O:10][C:11]([CH3:14])([CH3:13])[CH3:12])=[N:6][CH:7]=1, predict the reaction product. The product is: [NH2:16][C:4]1[C:5]([NH:8][C:9](=[O:15])[O:10][C:11]([CH3:13])([CH3:12])[CH3:14])=[N:6][CH:7]=[C:2]([Br:1])[CH:3]=1.